Dataset: Full USPTO retrosynthesis dataset with 1.9M reactions from patents (1976-2016). Task: Predict the reactants needed to synthesize the given product. (1) Given the product [NH2:8][C:5]1[CH:6]=[CH:7][C:2]([Cl:1])=[C:3]([N:11]2[C:15](=[O:16])[N:14]([CH3:17])[N:13]=[N:12]2)[CH:4]=1, predict the reactants needed to synthesize it. The reactants are: [Cl:1][C:2]1[CH:7]=[CH:6][C:5]([N+:8]([O-])=O)=[CH:4][C:3]=1[N:11]1[C:15](=[O:16])[N:14]([CH3:17])[N:13]=[N:12]1.O.O.Cl[Sn]Cl. (2) The reactants are: [C:1](Cl)(=[O:9])[CH:2]([CH2:6][CH2:7][CH3:8])[CH2:3][CH2:4][CH3:5].S(Cl)(Cl)=O.C(O)(=O)C(CCC)CCC.[NH2:25][C:26]([NH2:28])=[O:27]. Given the product [CH2:3]([CH:2]([CH2:6][CH2:7][CH3:8])[C:1]([NH:25][C:26]([NH2:28])=[O:27])=[O:9])[CH2:4][CH3:5], predict the reactants needed to synthesize it. (3) Given the product [Cl:1][C:2]1[CH:7]=[CH:6][C:5](/[CH:8]=[CH:9]/[C:10]([N:34]2[CH2:35][CH2:36][CH:31]([CH2:30][CH2:29][N:21]([CH3:20])[C:22](=[O:28])[O:23][C:24]([CH3:25])([CH3:27])[CH3:26])[CH2:32][CH2:33]2)=[O:12])=[C:4]([CH2:13][N:14]2[N:18]=[N:17][C:16]([CH3:19])=[N:15]2)[CH:3]=1, predict the reactants needed to synthesize it. The reactants are: [Cl:1][C:2]1[CH:7]=[CH:6][C:5](/[CH:8]=[CH:9]/[C:10]([OH:12])=O)=[C:4]([CH2:13][N:14]2[N:18]=[N:17][C:16]([CH3:19])=[N:15]2)[CH:3]=1.[CH3:20][N:21]([CH2:29][CH2:30][CH:31]1[CH2:36][CH2:35][NH:34][CH2:33][CH2:32]1)[C:22](=[O:28])[O:23][C:24]([CH3:27])([CH3:26])[CH3:25].CCN(C(C)C)C(C)C.C(P1(=O)OP(CCC)(=O)OP(CCC)(=O)O1)CC.CCOC(C)=O. (4) The reactants are: [OH:1][C:2]1[C:7]([O:8][CH3:9])=[CH:6][C:5]([C:10]2[CH:15]=[CH:14][C:13]([OH:16])=[C:12]([C:17]3([CH3:23])[CH2:22][CH2:21][CH2:20][CH2:19][CH2:18]3)[CH:11]=2)=[CH:4][C:3]=1[CH:24]=O.[S:26]1[CH2:32][C:30](=[O:31])[NH:29][C:27]1=S.[CH3:33][NH:34][CH3:35]. Given the product [OH:1][C:2]1[C:7]([O:8][CH3:9])=[CH:6][C:5]([C:10]2[CH:15]=[CH:14][C:13]([OH:16])=[C:12]([C:17]3([CH3:23])[CH2:22][CH2:21][CH2:20][CH2:19][CH2:18]3)[CH:11]=2)=[CH:4][C:3]=1[CH:24]=[C:32]1[S:26][C:27]([N:34]([CH3:35])[CH3:33])=[N:29][C:30]1=[O:31], predict the reactants needed to synthesize it.